Dataset: Catalyst prediction with 721,799 reactions and 888 catalyst types from USPTO. Task: Predict which catalyst facilitates the given reaction. (1) Reactant: [Cl:1][C:2]1[C:3]([CH:31]=O)=[C:4]([C:27]([F:30])([F:29])[F:28])[CH:5]=[C:6]2[C:11]=1[NH:10][C:9](=[O:12])[N:8]([CH2:13][C:14]1[CH:19]=[C:18]([Cl:20])[CH:17]=[CH:16][C:15]=1[S:21]([CH2:24][CH3:25])(=[O:23])=[O:22])[C:7]2=[O:26].[C:33]([O:37][C:38](=[O:47])[NH:39][CH2:40][C@@H:41]1[CH2:46][CH2:45][CH2:44][NH:43][CH2:42]1)([CH3:36])([CH3:35])[CH3:34]. Product: [C:33]([O:37][C:38](=[O:47])[NH:39][CH2:40][C@@H:41]1[CH2:46][CH2:45][CH2:44][N:43]([CH2:31][C:3]2[C:2]([Cl:1])=[C:11]3[C:6]([C:7](=[O:26])[N:8]([CH2:13][C:14]4[CH:19]=[C:18]([Cl:20])[CH:17]=[CH:16][C:15]=4[S:21]([CH2:24][CH3:25])(=[O:23])=[O:22])[C:9](=[O:12])[NH:10]3)=[CH:5][C:4]=2[C:27]([F:29])([F:28])[F:30])[CH2:42]1)([CH3:36])([CH3:34])[CH3:35]. The catalyst class is: 22. (2) Reactant: [O:1]1[CH2:6][CH2:5][CH2:4][CH2:3][CH:2]1[N:7]1[C:15]2[C:10](=[CH:11][C:12]([C:16]3[N:20]=[CH:19][N:18]([C:21]([C:34]4[CH:39]=[CH:38][CH:37]=[CH:36][CH:35]=4)([C:28]4[CH:33]=[CH:32][CH:31]=[CH:30][CH:29]=4)[C:22]4[CH:27]=[CH:26][CH:25]=[CH:24][CH:23]=4)[N:17]=3)=[CH:13][CH:14]=2)[C:9]([C:40]2[CH:41]=[C:42]([NH2:46])[CH:43]=[CH:44][CH:45]=2)=[N:8]1.[CH3:47][O:48][C:49]([C:51](Cl)=[O:52])=[O:50].C(N(CC)CC)C. Product: [CH3:47][O:48][C:49]([C:51](=[O:52])[NH:46][C:42]1[CH:43]=[CH:44][CH:45]=[C:40]([C:9]2[C:10]3[C:15](=[CH:14][CH:13]=[C:12]([C:16]4[N:20]=[CH:19][N:18]([C:21]([C:28]5[CH:33]=[CH:32][CH:31]=[CH:30][CH:29]=5)([C:22]5[CH:27]=[CH:26][CH:25]=[CH:24][CH:23]=5)[C:34]5[CH:35]=[CH:36][CH:37]=[CH:38][CH:39]=5)[N:17]=4)[CH:11]=3)[N:7]([CH:2]3[CH2:3][CH2:4][CH2:5][CH2:6][O:1]3)[N:8]=2)[CH:41]=1)=[O:50]. The catalyst class is: 7. (3) Reactant: [CH2:1]([O:8][CH2:9][C@H:10]([NH:28][C:29]([O:31][C:32]([CH3:35])([CH3:34])[CH3:33])=[O:30])[C:11]([NH:13][C@@H:14]([CH2:19][C:20]1[CH:25]=[CH:24][C:23]([O:26][CH3:27])=[CH:22][CH:21]=1)[C:15]([O:17]C)=[O:16])=[O:12])[C:2]1[CH:7]=[CH:6][CH:5]=[CH:4][CH:3]=1.[OH-].[Li+].CO. Product: [CH2:1]([O:8][CH2:9][C@H:10]([NH:28][C:29]([O:31][C:32]([CH3:35])([CH3:34])[CH3:33])=[O:30])[C:11]([NH:13][C@@H:14]([CH2:19][C:20]1[CH:21]=[CH:22][C:23]([O:26][CH3:27])=[CH:24][CH:25]=1)[C:15]([OH:17])=[O:16])=[O:12])[C:2]1[CH:3]=[CH:4][CH:5]=[CH:6][CH:7]=1. The catalyst class is: 84. (4) Reactant: Br[C:2]1[CH:7]=[CH:6][C:5]([NH:8][C:9](=[O:11])[CH3:10])=[C:4]([F:12])[C:3]=1[Cl:13].[Cu][C:15]#[N:16].O. Product: [Cl:13][C:3]1[C:4]([F:12])=[C:5]([NH:8][C:9](=[O:11])[CH3:10])[CH:6]=[CH:7][C:2]=1[C:15]#[N:16]. The catalyst class is: 9.